From a dataset of Full USPTO retrosynthesis dataset with 1.9M reactions from patents (1976-2016). Predict the reactants needed to synthesize the given product. Given the product [F:35][C:36]([F:49])([F:48])[S:37]([N:26]([C:25]1[CH:27]=[CH:28][C:22]([O:21][C:11]2[C:12]3[C:17](=[CH:16][C:15]([O:19][CH3:20])=[CH:14][CH:13]=3)[CH:18]=[C:9]([CH3:8])[C:10]=2[C:29]2[CH:34]=[CH:33][CH:32]=[CH:31][CH:30]=2)=[CH:23][CH:24]=1)[S:37]([C:36]([F:35])([F:48])[F:49])(=[O:38])=[O:39])(=[O:39])=[O:38], predict the reactants needed to synthesize it. The reactants are: C(N(CC)CC)C.[CH3:8][C:9]1[C:10]([C:29]2[CH:34]=[CH:33][CH:32]=[CH:31][CH:30]=2)=[C:11]([O:21][C:22]2[CH:28]=[CH:27][C:25]([NH2:26])=[CH:24][CH:23]=2)[C:12]2[C:17]([CH:18]=1)=[CH:16][C:15]([O:19][CH3:20])=[CH:14][CH:13]=2.[F:35][C:36]([F:49])([F:48])[S:37](O[S:37]([C:36]([F:49])([F:48])[F:35])(=[O:39])=[O:38])(=[O:39])=[O:38].